This data is from Catalyst prediction with 721,799 reactions and 888 catalyst types from USPTO. The task is: Predict which catalyst facilitates the given reaction. (1) Reactant: [CH3:1][C:2]1[N:7]=[C:6]([N:8]2[CH2:13][CH2:12][O:11][CH2:10][CH2:9]2)[CH:5]=[CH:4][C:3]=1[N+:14]([O-])=O.[Cl-].[NH4+]. Product: [CH3:1][C:2]1[C:3]([NH2:14])=[CH:4][CH:5]=[C:6]([N:8]2[CH2:13][CH2:12][O:11][CH2:10][CH2:9]2)[N:7]=1. The catalyst class is: 190. (2) Reactant: Cl[C:2]1[C:11]2=[N:12][N:13](CC3C=CC(OC)=CC=3)[CH:14]=[C:10]2[C:9]2[C:8]([O:24][CH3:25])=[CH:7][CH:6]=[CH:5][C:4]=2[N:3]=1.[O:26]1[CH2:31][CH2:30][N:29]([C:32]2[CH:38]=[CH:37][C:35]([NH2:36])=[CH:34][CH:33]=2)[CH2:28][CH2:27]1.Cl. Product: [CH3:25][O:24][C:8]1[C:9]2[C:10]3[C:11](=[N:12][NH:13][CH:14]=3)[C:2]([NH:36][C:35]3[CH:34]=[CH:33][C:32]([N:29]4[CH2:30][CH2:31][O:26][CH2:27][CH2:28]4)=[CH:38][CH:37]=3)=[N:3][C:4]=2[CH:5]=[CH:6][CH:7]=1. The catalyst class is: 71. (3) Reactant: C(C1C=CC(S([N:14]2[C:18]3=[N:19][CH:20]=[C:21]([NH:23][NH2:24])[N:22]=[C:17]3[CH:16]=[CH:15]2)(=O)=O)=CC=1)(C)(C)C.CCN(C(C)C)C(C)C.[CH3:34][CH:35]1[CH2:40][CH2:39][CH2:38][CH2:37][CH:36]1[C:41](Cl)=O.O=S(Cl)Cl.C([O-])([O-])=O.[Na+].[Na+]. Product: [CH3:34][CH:35]1[CH2:40][CH2:39][CH2:38][CH2:37][CH:36]1[C:41]1[N:22]2[C:17]3[CH:16]=[CH:15][NH:14][C:18]=3[N:19]=[CH:20][C:21]2=[N:23][N:24]=1. The catalyst class is: 169. (4) Reactant: Cl.[NH2:2][CH2:3][CH2:4][SH:5].[H-].[Na+].Cl[C:9]1[CH:14]=[CH:13][CH:12]=[CH:11]N=1.O.O1CCOC[CH2:17]1. Product: [C:11]1([S:5][CH2:4][CH2:3][NH2:2])[CH:17]=[CH:9][CH:14]=[CH:13][CH:12]=1. The catalyst class is: 2. (5) Reactant: [N:1]([O-])=O.[Na+].[CH]Cl.[C:7]1([C:13]2[C:17]([C:18]#[C:19][C:20]3[CH:25]=[CH:24][CH:23]=[CH:22][CH:21]=3)=[C:16]([NH2:26])[NH:15][N:14]=2)[CH:12]=[CH:11][CH:10]=[CH:9][CH:8]=1.[Na+].[Cl-:28]. Product: [Cl:28][C:18]1[C:19]([C:20]2[CH:21]=[CH:22][CH:23]=[CH:24][CH:25]=2)=[N:1][N:26]=[C:16]2[NH:15][N:14]=[C:13]([C:7]3[CH:8]=[CH:9][CH:10]=[CH:11][CH:12]=3)[C:17]=12. The catalyst class is: 2. (6) Reactant: CC1C=CC(S([C:11]2[N:15]3[CH:16]=[C:17]([C:19]([O:21][CH3:22])=[O:20])[N:18]=[C:14]3[S:13][N:12]=2)(=O)=O)=CC=1.[NH2:23][CH2:24][CH2:25][CH2:26][CH2:27][CH2:28][CH2:29][NH:30][S:31]([C:34]1[CH:39]=[CH:38][CH:37]=[CH:36][C:35]=1[N+:40]([O-:42])=[O:41])(=[O:33])=[O:32].C(N(CC)CC)C. Product: [N+:40]([C:35]1[CH:36]=[CH:37][CH:38]=[CH:39][C:34]=1[S:31]([NH:30][CH2:29][CH2:28][CH2:27][CH2:26][CH2:25][CH2:24][NH:23][C:11]1[N:15]2[CH:16]=[C:17]([C:19]([O:21][CH3:22])=[O:20])[N:18]=[C:14]2[S:13][N:12]=1)(=[O:33])=[O:32])([O-:42])=[O:41]. The catalyst class is: 3. (7) Reactant: [C:1]1(=[O:8])[CH2:6][CH2:5][CH2:4][C:3](=O)[CH2:2]1.[Cl:9][C:10]1[C:19]([CH:20]=O)=[CH:18][C:17]2[C:12](=[CH:13][CH:14]=[C:15]([O:22][CH3:23])[CH:16]=2)[N:11]=1.[C:24]([O:30][CH2:31][CH3:32])(=[O:29])[CH2:25][C:26]([CH3:28])=O.C([O-])(=O)C.[NH4+:37]. Product: [Cl:9][C:10]1[C:19]([CH:20]2[C:2]3[C:1](=[O:8])[CH2:6][CH2:5][CH2:4][C:3]=3[NH:37][C:26]([CH3:28])=[C:25]2[C:24]([O:30][CH2:31][CH3:32])=[O:29])=[CH:18][C:17]2[C:12](=[CH:13][CH:14]=[C:15]([O:22][CH3:23])[CH:16]=2)[N:11]=1. The catalyst class is: 8. (8) Product: [Cl:1][C:2]1[C:3]([N:11]2[CH2:16][CH2:15][CH:14]([N:17]3[CH2:21][CH2:20][C@H:19]([NH:22][C:23]4[CH:28]=[CH:27][C:26]([S:29]([CH3:32])(=[O:31])=[O:30])=[CH:25][C:24]=4[F:33])[C:18]3=[O:34])[CH2:13][CH2:12]2)=[N:4][CH:5]=[C:6]([CH:10]=1)[C:7]([Cl:37])=[O:8]. Reactant: [Cl:1][C:2]1[C:3]([N:11]2[CH2:16][CH2:15][CH:14]([N:17]3[CH2:21][CH2:20][C@H:19]([NH:22][C:23]4[CH:28]=[CH:27][C:26]([S:29]([CH3:32])(=[O:31])=[O:30])=[CH:25][C:24]=4[F:33])[C:18]3=[O:34])[CH2:13][CH2:12]2)=[N:4][CH:5]=[C:6]([CH:10]=1)[C:7](O)=[O:8].S(Cl)([Cl:37])=O. The catalyst class is: 59. (9) Reactant: [C:1]([C:5]1[CH:9]=[C:8]([NH:10][C:11](=[O:41])[NH:12][C:13]2[C:22]3[C:17](=[CH:18][CH:19]=[CH:20][CH:21]=3)[C:16]([O:23][CH2:24][CH:25]([C:27]3[CH:32]=[CH:31][N:30]=[C:29]([NH:33]C(=O)OC(C)(C)C)[CH:28]=3)[CH3:26])=[CH:15][CH:14]=2)[N:7]([C:42]2[CH:47]=[CH:46][C:45]([CH3:48])=[CH:44][CH:43]=2)[N:6]=1)([CH3:4])([CH3:3])[CH3:2].C(O)(C(F)(F)F)=O. Product: [NH2:33][C:29]1[CH:28]=[C:27]([CH:25]([CH3:26])[CH2:24][O:23][C:16]2[C:17]3[C:22](=[CH:21][CH:20]=[CH:19][CH:18]=3)[C:13]([NH:12][C:11]([NH:10][C:8]3[N:7]([C:42]4[CH:43]=[CH:44][C:45]([CH3:48])=[CH:46][CH:47]=4)[N:6]=[C:5]([C:1]([CH3:4])([CH3:3])[CH3:2])[CH:9]=3)=[O:41])=[CH:14][CH:15]=2)[CH:32]=[CH:31][N:30]=1. The catalyst class is: 2.